From a dataset of Merck oncology drug combination screen with 23,052 pairs across 39 cell lines. Regression. Given two drug SMILES strings and cell line genomic features, predict the synergy score measuring deviation from expected non-interaction effect. Drug 1: CC(=O)OC1C(=O)C2(C)C(O)CC3OCC3(OC(C)=O)C2C(OC(=O)c2ccccc2)C2(O)CC(OC(=O)C(O)C(NC(=O)c3ccccc3)c3ccccc3)C(C)=C1C2(C)C. Drug 2: NC1(c2ccc(-c3nc4ccn5c(=O)[nH]nc5c4cc3-c3ccccc3)cc2)CCC1. Cell line: LNCAP. Synergy scores: synergy=-11.8.